From a dataset of Full USPTO retrosynthesis dataset with 1.9M reactions from patents (1976-2016). Predict the reactants needed to synthesize the given product. (1) Given the product [C:1]1([S:7]([N:10]2[C:14]3=[N:15][CH:16]=[C:17]([C:19]([C:21]4[CH:26]=[CH:25][C:24]([N:27]([CH3:29])[CH3:28])=[CH:23][CH:22]=4)=[O:20])[CH:18]=[C:13]3[C:12]([C:35]3[CH:34]=[N:33][N:32]([CH3:31])[CH:36]=3)=[CH:11]2)(=[O:9])=[O:8])[CH:6]=[CH:5][CH:4]=[CH:3][CH:2]=1, predict the reactants needed to synthesize it. The reactants are: [C:1]1([S:7]([N:10]2[C:14]3=[N:15][CH:16]=[C:17]([C:19]([C:21]4[CH:26]=[CH:25][C:24]([N:27]([CH3:29])[CH3:28])=[CH:23][CH:22]=4)=[O:20])[CH:18]=[C:13]3[C:12](I)=[CH:11]2)(=[O:9])=[O:8])[CH:6]=[CH:5][CH:4]=[CH:3][CH:2]=1.[CH3:31][N:32]1[CH:36]=[C:35](B(O)O)[CH:34]=[N:33]1.[Cl-].[Li+].C(=O)([O-])[O-].[Na+].[Na+]. (2) Given the product [C:29]([O:28][C:26]([N:24]([CH3:25])[C@@H:22]([CH3:23])[C:21]([NH:20][C@@H:16]([CH:17]([CH3:18])[CH3:19])[C:15]([N:7]1[C:8]2[C:13](=[CH:12][CH:11]=[CH:10][CH:9]=2)[CH2:14][C@H:6]1[C:4]([OH:5])=[O:3])=[O:34])=[O:33])=[O:27])([CH3:32])([CH3:31])[CH3:30], predict the reactants needed to synthesize it. The reactants are: C([O:3][C:4]([C@@H:6]1[CH2:14][C:13]2[C:8](=[CH:9][CH:10]=[CH:11][CH:12]=2)[N:7]1[C:15](=[O:34])[C@@H:16]([NH:20][C:21](=[O:33])[C@@H:22]([N:24]([C:26]([O:28][C:29]([CH3:32])([CH3:31])[CH3:30])=[O:27])[CH3:25])[CH3:23])[CH:17]([CH3:19])[CH3:18])=[O:5])C.[OH-].[Li+]. (3) Given the product [OH:62][CH2:2][CH:28]1[CH2:29][C:30]2[C:35](=[CH:34][CH:33]=[CH:32][CH:31]=2)[N:27]1[C:26](=[O:42])[CH2:25][C:23]1[NH:22][C:21](=[O:43])[CH:20]=[C:19]([N:13]2[CH2:14][CH2:15][O:16][CH2:17][CH2:18]2)[N:24]=1, predict the reactants needed to synthesize it. The reactants are: Cl.[CH3:2]N(C)CCCN=C=NCC.[N:13]1([C:19]2[N:24]=[C:23]([CH2:25][C:26](=[O:42])[N:27]3[C:35]4[C:30](=[C:31](C5C=NC=CC=5)[CH:32]=[CH:33][CH:34]=4)[CH2:29][CH2:28]3)[NH:22][C:21](=[O:43])[CH:20]=2)[CH2:18][CH2:17][O:16][CH2:15][CH2:14]1.N1(C2N=C(CC([O-])=O)NC(=O)C=2)CCOCC1.[Na+].[OH2:62].